From a dataset of Full USPTO retrosynthesis dataset with 1.9M reactions from patents (1976-2016). Predict the reactants needed to synthesize the given product. (1) Given the product [CH2:39]([O:38][C:36](=[O:37])[C:35]([O:24][C:17]1[CH:18]=[C:19]2[C:14](=[CH:15][C:16]=1[CH3:25])[O:13][C:7]1([CH2:6][C:5]([CH3:27])([CH3:26])[C:4]3[C:9](=[CH:10][C:11]([CH3:12])=[C:2]([OH:1])[CH:3]=3)[O:8]1)[CH2:21][C:20]2([CH3:22])[CH3:23])([CH3:42])[CH3:41])[CH3:40], predict the reactants needed to synthesize it. The reactants are: [OH:1][C:2]1[CH:3]=[C:4]2[C:9](=[CH:10][C:11]=1[CH3:12])[O:8][C:7]1([CH2:21][C:20]([CH3:23])([CH3:22])[C:19]3[C:14](=[CH:15][C:16]([CH3:25])=[C:17]([OH:24])[CH:18]=3)[O:13]1)[CH2:6][C:5]2([CH3:27])[CH3:26].C(=O)([O-])[O-].[K+].[K+].Br[C:35]([CH3:42])([CH3:41])[C:36]([O:38][CH2:39][CH3:40])=[O:37].Cl. (2) Given the product [CH2:21]([N:3]([CH2:1][CH3:2])[C:4]([CH:6]1[CH2:10][CH2:9][NH:8][CH2:7]1)=[O:5])[CH3:22], predict the reactants needed to synthesize it. The reactants are: [CH2:1]([N:3]([CH2:21][CH3:22])[C:4]([CH:6]1[CH2:10][CH2:9][N:8](C(OCC2C=CC=CC=2)=O)[CH2:7]1)=[O:5])[CH3:2].C(OCC)(=O)C. (3) Given the product [Cl:1][C:2]1[C:7]([Cl:8])=[C:6]([Cl:9])[CH:5]=[CH:4][C:3]=1[CH2:10][Br:11], predict the reactants needed to synthesize it. The reactants are: [Cl:1][C:2]1[C:7]([Cl:8])=[C:6]([Cl:9])[CH:5]=[CH:4][C:3]=1[CH3:10].[Br:11]N1C(=O)CCC1=O.CCCCCC. (4) Given the product [Cl:16][C:4]1[C:5](=[O:15])[N:6]([CH:9]2[CH2:14][CH2:13][CH2:12][CH2:11][CH2:10]2)[N:7]([CH3:8])[C:3]=1[CH2:2][N:27]1[CH2:26][CH2:25][N:24]([C:22]2[CH:23]=[C:18]([Cl:17])[CH:19]=[CH:20][C:21]=2[CH3:30])[CH2:29][CH2:28]1, predict the reactants needed to synthesize it. The reactants are: Br[CH2:2][C:3]1[N:7]([CH3:8])[N:6]([CH:9]2[CH2:14][CH2:13][CH2:12][CH2:11][CH2:10]2)[C:5](=[O:15])[C:4]=1[Cl:16].[Cl:17][C:18]1[CH:19]=[CH:20][C:21]([CH3:30])=[C:22]([N:24]2[CH2:29][CH2:28][NH:27][CH2:26][CH2:25]2)[CH:23]=1.C(=O)([O-])[O-].[K+].[K+]. (5) Given the product [CH2:38]([O:37][C:35]([CH:31]1[CH2:30][N:29]([S:26]([C:17]2[CH:18]=[CH:19][C:20]3[C:25](=[CH:24][CH:23]=[CH:22][CH:21]=3)[CH:16]=2)(=[O:27])=[O:28])[CH2:34][CH2:33][N:32]1[C:13]([CH:10]1[CH2:11][CH2:12][N:7]([C:4]2[CH:5]=[CH:6][N:1]=[CH:2][CH:3]=2)[CH2:8][CH2:9]1)=[O:14])=[O:36])[CH3:39], predict the reactants needed to synthesize it. The reactants are: [N:1]1[CH:6]=[CH:5][C:4]([N:7]2[CH2:12][CH2:11][CH:10]([C:13](Cl)=[O:14])[CH2:9][CH2:8]2)=[CH:3][CH:2]=1.[CH:16]1[C:25]2[C:20](=[CH:21][CH:22]=[CH:23][CH:24]=2)[CH:19]=[CH:18][C:17]=1[S:26]([N:29]1[CH2:34][CH2:33][NH:32][CH:31]([C:35]([O:37][CH2:38][CH3:39])=[O:36])[CH2:30]1)(=[O:28])=[O:27]. (6) Given the product [C:1]([O:5][C:6](=[O:18])[NH:7][C:8]1[CH:13]=[CH:12][C:11]([C:38]2[CH:43]=[CH:42][CH:41]=[CH:40][N:39]=2)=[CH:10][C:9]=1[N+:15]([O-:17])=[O:16])([CH3:4])([CH3:3])[CH3:2], predict the reactants needed to synthesize it. The reactants are: [C:1]([O:5][C:6](=[O:18])[NH:7][C:8]1[CH:13]=[CH:12][C:11](I)=[CH:10][C:9]=1[N+:15]([O-:17])=[O:16])([CH3:4])([CH3:3])[CH3:2].B1(B2OC(C)(C)C(C)(C)O2)OC(C)(C)C(C)(C)O1.Br[C:38]1[CH:43]=[CH:42][CH:41]=[CH:40][N:39]=1. (7) Given the product [CH2:1]([O:4][CH2:5][C:6]1[CH:7]=[C:8]([CH3:16])[N:9]=[C:10]([O:14][CH3:15])[C:11]=1[CH2:12][NH2:13])[CH:2]=[CH2:3], predict the reactants needed to synthesize it. The reactants are: [CH2:1]([O:4][CH2:5][C:6]1[C:11]([C:12]#[N:13])=[C:10]([O:14][CH3:15])[N:9]=[C:8]([CH3:16])[CH:7]=1)[CH:2]=[CH2:3].[H-].[H-].[H-].[H-].[Li+].[Al+3]. (8) Given the product [CH3:1][O:8][C:9]1[CH:18]=[CH:17][CH:16]=[C:15]2[C:10]=1[CH:11]=[C:12]([C:19]([OH:21])=[O:20])[CH:13]=[N:14]2, predict the reactants needed to synthesize it. The reactants are: [CH2:1]([O:8][C:9]1[CH:18]=[CH:17][CH:16]=[C:15]2[C:10]=1[CH:11]=[C:12]([C:19]([O:21]CC)=[O:20])[CH:13]=[N:14]2)C1C=CC=CC=1.[Li+].[OH-]. (9) Given the product [F:30][C:31]1([F:39])[CH2:34][N:33]([CH:35]2[CH2:38][N:37]([CH2:18][C:13]3[N:14]([CH3:17])[C:15]4[C:11]([N:12]=3)=[C:10]([N:20]3[CH2:21][CH2:22][O:23][CH2:24][CH2:25]3)[N:9]=[C:8]([N:7]3[C:6]5[CH:26]=[CH:27][CH:28]=[CH:29][C:5]=5[N:4]=[C:3]3[CH2:1][CH3:2])[N:16]=4)[CH2:36]2)[CH2:32]1, predict the reactants needed to synthesize it. The reactants are: [CH2:1]([C:3]1[N:7]([C:8]2[N:16]=[C:15]3[C:11]([N:12]=[C:13]([CH:18]=O)[N:14]3[CH3:17])=[C:10]([N:20]3[CH2:25][CH2:24][O:23][CH2:22][CH2:21]3)[N:9]=2)[C:6]2[CH:26]=[CH:27][CH:28]=[CH:29][C:5]=2[N:4]=1)[CH3:2].[F:30][C:31]1([F:39])[CH2:34][N:33]([CH:35]2[CH2:38][NH:37][CH2:36]2)[CH2:32]1.C(O[BH-](OC(=O)C)OC(=O)C)(=O)C.[Na+].